From a dataset of Full USPTO retrosynthesis dataset with 1.9M reactions from patents (1976-2016). Predict the reactants needed to synthesize the given product. Given the product [CH3:38][C:37]([CH3:40])([CH3:39])[C:36]([N:21]1[CH2:22][C:11]2[C:10]([NH:9][C:7](=[O:8])[C:6]3[CH:5]=[CH:4][C:3]([F:2])=[CH:26][CH:25]=3)=[N:14][N:13]([C:15]([O:17][CH2:18][CH3:19])=[O:16])[C:12]=2[C:20]1([CH3:23])[CH3:24])=[O:41], predict the reactants needed to synthesize it. The reactants are: Cl.[F:2][C:3]1[CH:26]=[CH:25][C:6]([C:7]([NH:9][C:10]2[C:11]3[CH2:22][NH:21][C:20]([CH3:24])([CH3:23])[C:12]=3[N:13]([C:15]([O:17][CH2:18][CH3:19])=[O:16])[N:14]=2)=[O:8])=[CH:5][CH:4]=1.C(N(CC)C(C)C)(C)C.[C:36](Cl)(=[O:41])[C:37]([CH3:40])([CH3:39])[CH3:38].CCOC(C)=O.CCCCCC.